From a dataset of Catalyst prediction with 721,799 reactions and 888 catalyst types from USPTO. Predict which catalyst facilitates the given reaction. Reactant: [C:1]([O:5][C:6]([N:8]1[CH2:13][CH2:12][C:11](=[C:14](Br)[C:15]2[CH:20]=[CH:19][C:18]([C:21](=[O:27])[N:22]([CH2:25][CH3:26])[CH2:23][CH3:24])=[CH:17][CH:16]=2)[CH2:10][CH2:9]1)=[O:7])([CH3:4])([CH3:3])[CH3:2].[N+:29]([C:32]1[CH:37]=[CH:36][CH:35]=[CH:34][C:33]=1B(O)O)([O-:31])=[O:30].C([O-])([O-])=O.[Na+].[Na+]. Product: [CH3:2][C:1]([O:5][C:6]([N:8]1[CH2:13][CH2:12][C:11](=[C:14]([C:15]2[CH:20]=[CH:19][C:18]([C:21]([N:22]([CH2:25][CH3:26])[CH2:23][CH3:24])=[O:27])=[CH:17][CH:16]=2)[C:33]2[CH:34]=[CH:35][CH:36]=[CH:37][C:32]=2[N+:29]([O-:31])=[O:30])[CH2:10][CH2:9]1)=[O:7])([CH3:4])[CH3:3]. The catalyst class is: 234.